Binary Classification. Given a miRNA mature sequence and a target amino acid sequence, predict their likelihood of interaction. From a dataset of Experimentally validated miRNA-target interactions with 360,000+ pairs, plus equal number of negative samples. (1) The miRNA is hsa-miR-4724-5p with sequence AACUGAACCAGGAGUGAGCUUCG. The protein sequence of the target gene is MPGSALLCCLLLLTGMRISRGQYSREDNNCTHFPVGQSHMLLELRTAFSQVKTFFQTKDQLDNILLTDSLMQDFKGYLGCQALSEMIQFYLVEVMPQAEKHGPEIKEHLNSLGEKLKTLRMRLRRCHRFLPCENKSKAVEQVKSDFNKLQDQGVYKAMNEFDIFINCIEAYMMIKMKS. Result: 0 (no interaction). (2) The miRNA is hsa-miR-4442 with sequence GCCGGACAAGAGGGAGG. The protein sequence of the target gene is MGNAGSMDSQQTDFKAHNVPLKLPMPEPGELEERFAIVLNAMNLPPDKARLLRQYDNEKKWELICDQERFQVKNPPHTYIQKLKGYLDPAVTRKKFRRRVQESTQVLRELEISLRTNHIGWVREFLNEENKGLDVLVEYLSFAQYAVTFDFESVESTMESTVDKSKPWSRSIEDLHRGSNLPSPVGNSVSRSGRHSALRYNTLPSRRTLKNSRLVSKKDDVHVCIMCLRAIMNYQYGFNMVMSHPHAVNEIALSLNNKNPRTKALVLELLAAVCLVRGGHEIILSAFDNFKEVCGEKQRF.... Result: 0 (no interaction). (3) The miRNA is hsa-miR-4789-5p with sequence GUAUACACCUGAUAUGUGUAUG. The protein sequence of the target gene is MATQRKHLVKDFNPYITCYICKGYLIKPTTVTECLHTFCKTCIVQHFEDSNDCPRCGNQVHETNPLEMLRLDNTLEEIIFKLVPGLREQELERESEFWKKNKPQENGQDDTSKADKPKVDEEGDENEDDKDYHRSDPQIAICLDCLRNNGQSGDNVVKGLMKKFIRCSTRVTVGTIKKFLSLKLKLPSSYELDVLCNGEIMGKDHTMEFIYMTRWRLRGENFRCLNCSASQVCSQDGPLYQSYPMVLQYRPRIDFG. Result: 0 (no interaction). (4) The miRNA is hsa-miR-646 with sequence AAGCAGCUGCCUCUGAGGC. The protein sequence of the target gene is MDIRPNHTIYINNMNDKIKKEELKRSLYALFSQFGHVVDIVALKTMKMRGQAFVIFKELGSSTNALRQLQGFPFYGKPMRIQYAKTDSDIISKMRGTFADKEKKKEKKKAKTVEQTATTTNKKPGQGTPNSANTQGNSTPNPQVPDYPPNYILFLNNLPEETNEMMLSMLFNQFPGFKEVRLVPGRHDIAFVEFENDGQAGAARDALQGFKITPSHAMKITYAKK. Result: 1 (interaction). (5) The protein sequence of the target gene is MAAPEPLSPAGGAGEEAPEEDEDEAEAEDPERPNAGAGGGRSGGGGSSVSGGGGGGGAGAGGCGGPGGALTRRAVTLRVLLKDALLEPGAGVLSIYYLGKKFLGDLQPDGRIMWQETGQTFNSPSAWATHCKKLVNPAKKSGCGWASVKYKGQKLDKYKATWLRLHQLHTPATAADESPASEGEEEELLMEEEEEDVLAGVSAEDKSRRPLGKSPSEPAHPEATTPGKRVDSKIRVPVRYCMLGSRDLARNPHTLVEVTSFAAINKFQPFNVAVSSNVLFLLDFHSHLTRSEVVGYLGGR.... Result: 0 (no interaction). The miRNA is hsa-miR-892b with sequence CACUGGCUCCUUUCUGGGUAGA.